From a dataset of Reaction yield outcomes from USPTO patents with 853,638 reactions. Predict the reaction yield, written as a fraction of the theoretical maximum amount of product (1.0 means a 100% yield; for example, 0.34 means a 34% yield). (1) The reactants are [NH2:1][CH:2]1[CH2:7][CH2:6][N:5]([CH2:8][CH2:9][N:10]2[C:19]3[C:14](=[CH:15][C:16]([O:22][CH3:23])=[C:17]([O:20][CH3:21])[CH:18]=3)[N:13]=[CH:12][C:11]2=[O:24])[CH2:4][CH2:3]1.[O:25]=[C:26]1[CH2:31][O:30][C:29]2[CH:32]=[CH:33][C:34]([CH:36]=O)=[N:35][C:28]=2[NH:27]1.C(O[BH-](OC(=O)C)OC(=O)C)(=O)C.[Na+]. No catalyst specified. The product is [CH3:23][O:22][C:16]1[CH:15]=[C:14]2[C:19](=[CH:18][C:17]=1[O:20][CH3:21])[N:10]([CH2:9][CH2:8][N:5]1[CH2:6][CH2:7][CH:2]([NH:1][CH2:36][C:34]3[CH:33]=[CH:32][C:29]4[O:30][CH2:31][C:26](=[O:25])[NH:27][C:28]=4[N:35]=3)[CH2:3][CH2:4]1)[C:11](=[O:24])[CH:12]=[N:13]2. The yield is 0.680. (2) The reactants are [N-:1]=[N+:2]=[N-:3].[Na+].[CH3:5][O:6][C:7]1[CH:12]=[CH:11][C:10]([CH2:13][CH2:14][CH2:15][CH2:16]OS(C2C=CC(C)=CC=2)(=O)=O)=[CH:9][CH:8]=1. The catalyst is CN(C=O)C. The product is [CH3:5][O:6][C:7]1[CH:12]=[CH:11][C:10]([CH2:13][CH2:14][CH2:15][CH2:16][N:1]=[N+:2]=[N-:3])=[CH:9][CH:8]=1. The yield is 0.950. (3) The reactants are [N:1]1[CH:6]=[CH:5][CH:4]=[C:3]([NH:7][C:8](=[O:15])OCC(Cl)(Cl)Cl)[N:2]=1.Cl.Cl.[F:18][C:19]1[CH:24]=[CH:23][CH:22]=[CH:21][C:20]=1[C:25]1[CH:30]=[CH:29][N:28]=[C:27]([N:31]2[CH2:36][CH2:35][NH:34][CH2:33][CH2:32]2)[N:26]=1. The catalyst is O1CCCC1.CCCCCC. The product is [F:18][C:19]1[CH:24]=[CH:23][CH:22]=[CH:21][C:20]=1[C:25]1[CH:30]=[CH:29][N:28]=[C:27]([N:31]2[CH2:32][CH2:33][N:34]([C:8]([NH:7][C:3]3[N:2]=[N:1][CH:6]=[CH:5][CH:4]=3)=[O:15])[CH2:35][CH2:36]2)[N:26]=1. The yield is 0.800. (4) The reactants are CN(C(ON1N=NC2C=CC=NC1=2)=[N+](C)C)C.F[P-](F)(F)(F)(F)F.[NH2:25][CH2:26][C:27]1[C:28]([F:44])=[C:29]([O:34][C:35]2[CH:36]=[C:37]([CH:40]=[C:41]([Cl:43])[CH:42]=2)[C:38]#[N:39])[C:30]([Cl:33])=[CH:31][CH:32]=1.[C:45]([NH:48][C:49]1[CH:50]=[C:51]2[C:55](=[CH:56][CH:57]=1)[NH:54][C:53]([C:58](O)=[O:59])=[CH:52]2)(=[O:47])[CH3:46].CCN(C(C)C)C(C)C. The catalyst is CN(C=O)C. The product is [C:45]([NH:48][C:49]1[CH:50]=[C:51]2[C:55](=[CH:56][CH:57]=1)[NH:54][C:53]([C:58]([NH:25][CH2:26][C:27]1[CH:32]=[CH:31][C:30]([Cl:33])=[C:29]([O:34][C:35]3[CH:36]=[C:37]([C:38]#[N:39])[CH:40]=[C:41]([Cl:43])[CH:42]=3)[C:28]=1[F:44])=[O:59])=[CH:52]2)(=[O:47])[CH3:46]. The yield is 0.430. (5) The reactants are [OH-].[K+].[CH3:3][CH:4]1[C:8](=[O:9])[CH2:7][CH2:6][C:5]1=[O:10].CI.[CH2:13](OCC)C. The catalyst is O.O1CCOCC1.CCCCCC. The product is [CH3:3][C:4]1([CH3:13])[C:8](=[O:9])[CH2:7][CH2:6][C:5]1=[O:10]. The yield is 0.640. (6) The reactants are Cl.[F:2][C:3]1[CH:4]=[C:5]([CH:33]=[CH:34][CH:35]=1)[C:6]([NH:8][C:9]1[CH:14]=[CH:13][C:12]([NH:15][C:16]2[C:25]3[C:20](=[CH:21][C:22]([O:28][CH2:29][CH2:30][CH2:31]Cl)=[C:23]([O:26][CH3:27])[CH:24]=3)[N:19]=[CH:18][N:17]=2)=[CH:11][N:10]=1)=[O:7].[CH2:36]([NH:38][CH2:39][CH2:40][OH:41])[CH3:37]. No catalyst specified. The product is [F:2][C:3]1[CH:4]=[C:5]([CH:33]=[CH:34][CH:35]=1)[C:6]([NH:8][C:9]1[CH:14]=[CH:13][C:12]([NH:15][C:16]2[C:25]3[C:20](=[CH:21][C:22]([O:28][CH2:29][CH2:30][CH2:31][N:38]([CH2:36][CH3:37])[CH2:39][CH2:40][OH:41])=[C:23]([O:26][CH3:27])[CH:24]=3)[N:19]=[CH:18][N:17]=2)=[CH:11][N:10]=1)=[O:7]. The yield is 0.620. (7) The reactants are [Cl:1][C:2]1[N:7]=[N:6][C:5]([NH2:8])=[CH:4][CH:3]=1.Br[CH:10]1[CH2:14][CH2:13][CH2:12][C:11]1=O. The catalyst is COCCOC. The product is [Cl:1][C:2]1[CH:3]=[CH:4][C:5]2[N:6]([N:7]=1)[C:11]1[CH2:12][CH2:13][CH2:14][C:10]=1[N:8]=2. The yield is 0.330. (8) The reactants are [CH3:1][O:2][C:3]1[CH:13]=[CH:12][C:6]2[CH:7]=[C:8]([C:10]#N)[O:9][C:5]=2[CH:4]=1.[O:14]1CCCC1.[CH:19]1([Mg]Br)[CH2:24][CH2:23][CH2:22][CH2:21][CH2:20]1.[Cl-].[NH4+]. The catalyst is O1CCCC1. The product is [CH:19]1([C:10]([C:8]2[O:9][C:5]3[CH:4]=[C:3]([O:2][CH3:1])[CH:13]=[CH:12][C:6]=3[CH:7]=2)=[O:14])[CH2:24][CH2:23][CH2:22][CH2:21][CH2:20]1. The yield is 0.390. (9) The reactants are [CH:1]([C:4]1[CH:9]=[CH:8][C:7]([C:10]2[N:15]=[C:14]([C:16]3[CH:26]=[CH:25][C:19]([C:20]([O:22]CC)=[O:21])=[CH:18][CH:17]=3)[CH:13]=[CH:12][N:11]=2)=[CH:6][CH:5]=1)([CH3:3])[CH3:2].O.[OH-].[Li+]. The catalyst is C1COCC1.O.C(O)C. The product is [CH:1]([C:4]1[CH:5]=[CH:6][C:7]([C:10]2[N:15]=[C:14]([C:16]3[CH:26]=[CH:25][C:19]([C:20]([OH:22])=[O:21])=[CH:18][CH:17]=3)[CH:13]=[CH:12][N:11]=2)=[CH:8][CH:9]=1)([CH3:3])[CH3:2]. The yield is 0.410. (10) The reactants are [Br:1][C:2]1[CH:3]=[CH:4][C:5]([C:9]2[C:17]3[C:12](=[CH:13][N:14]=[C:15]([C:18]4[CH:19]=[N:20][CH:21]=[CH:22][CH:23]=4)[CH:16]=3)[N:11](COCC[Si](C)(C)C)[N:10]=2)=[N:6][C:7]=1F.[NH:32]1[CH2:37][CH2:36][CH2:35][C@H:34]([NH:38]C(=O)OC(C)(C)C)[CH2:33]1. No catalyst specified. The product is [Br:1][C:2]1[C:7]([N:32]2[CH2:37][CH2:36][CH2:35][C@H:34]([NH2:38])[CH2:33]2)=[N:6][C:5]([C:9]2[C:17]3[C:12](=[CH:13][N:14]=[C:15]([C:18]4[CH:19]=[N:20][CH:21]=[CH:22][CH:23]=4)[CH:16]=3)[NH:11][N:10]=2)=[CH:4][CH:3]=1. The yield is 0.223.